This data is from Cav3 T-type calcium channel HTS with 100,875 compounds. The task is: Binary Classification. Given a drug SMILES string, predict its activity (active/inactive) in a high-throughput screening assay against a specified biological target. The drug is OC(=O)c1cc(N2CCCC2)ccc1. The result is 0 (inactive).